Predict the product of the given reaction. From a dataset of Forward reaction prediction with 1.9M reactions from USPTO patents (1976-2016). (1) Given the reactants Br[C:2]1[CH:7]=[CH:6][C:5]([CH:8]2[CH2:13][CH2:12][N:11]([C:14]([C:16]3[CH:17]=[CH:18][C:19]([CH3:27])=[C:20]([NH:22][S:23]([CH3:26])(=[O:25])=[O:24])[CH:21]=3)=[O:15])[CH2:10][CH2:9]2)=[CH:4][CH:3]=1.C([Sn](CCCC)(CCCC)[C:33]1[CH:38]=[N:37][CH:36]=[CH:35][N:34]=1)CCC, predict the reaction product. The product is: [CH3:27][C:19]1[CH:18]=[CH:17][C:16]([C:14]([N:11]2[CH2:12][CH2:13][CH:8]([C:5]3[CH:6]=[CH:7][C:2]([C:33]4[CH:38]=[N:37][CH:36]=[CH:35][N:34]=4)=[CH:3][CH:4]=3)[CH2:9][CH2:10]2)=[O:15])=[CH:21][C:20]=1[NH:22][S:23]([CH3:26])(=[O:25])=[O:24]. (2) Given the reactants CS[C:3](=[C:6]([C:9]#[N:10])[C:7]#[N:8])SC.[N:11]1([CH:17]2[CH2:22][CH2:21][NH:20][CH2:19][CH2:18]2)[CH2:16][CH2:15][CH2:14][CH2:13][CH2:12]1.[NH2:23][CH2:24][CH2:25][N:26]1[CH2:31][CH2:30][CH2:29][CH2:28][CH2:27]1, predict the reaction product. The product is: [N:26]1([CH2:25][CH2:24][NH:23][C:3](=[C:6]([C:9]#[N:10])[C:7]#[N:8])[N:20]2[CH2:21][CH2:22][CH:17]([N:11]3[CH2:16][CH2:15][CH2:14][CH2:13][CH2:12]3)[CH2:18][CH2:19]2)[CH2:31][CH2:30][CH2:29][CH2:28][CH2:27]1. (3) Given the reactants C([O:3][C:4](=[O:19])[C@@H:5]([O:17][CH3:18])[CH2:6][C:7]1[CH:12]=[CH:11][C:10]([O:13][CH2:14][CH2:15]Br)=[CH:9][CH:8]=1)C.[CH2:20]([C:24]1[CH:29]=[CH:28][C:27]([OH:30])=[CH:26][CH:25]=1)[CH2:21][CH2:22][CH3:23].CO[C@@H](CC1C=CC(OCCCOC2C=CC=CC=2)=CC=1)C(O)=O, predict the reaction product. The product is: [CH2:20]([C:24]1[CH:25]=[CH:26][C:27]([O:30][CH2:15][CH2:14][O:13][C:10]2[CH:9]=[CH:8][C:7]([CH2:6][C@H:5]([O:17][CH3:18])[C:4]([OH:3])=[O:19])=[CH:12][CH:11]=2)=[CH:28][CH:29]=1)[CH2:21][CH2:22][CH3:23]. (4) Given the reactants C(O)(=O)C(C)(C)C.[C:8]1([C:30]2[CH:35]=[CH:34][CH:33]=[CH:32][CH:31]=2)[CH:13]=[CH:12][C:11]([NH:14][C:15]2[CH:27]=[CH:26][C:25]3[C:24]4[C:19](=[CH:20][CH:21]=[CH:22][CH:23]=4)[C:18]([CH3:29])([CH3:28])[C:17]=3[CH:16]=2)=[CH:10][CH:9]=1.C(=O)([O-])[O-].[K+].[K+].C([O-])([O-])=O.[Na+].[Na+], predict the reaction product. The product is: [CH3:28][C:18]1([CH3:29])[C:17]2=[CH:16][C:15]3[NH:14][C:11]4[C:12]([C:27]=3[CH:26]=[C:25]2[C:24]2[C:19]1=[CH:20][CH:21]=[CH:22][CH:23]=2)=[CH:13][C:8]([C:30]1[CH:31]=[CH:32][CH:33]=[CH:34][CH:35]=1)=[CH:9][CH:10]=4. (5) Given the reactants [OH:1][C:2]1[CH:3]=[C:4]([CH:7]=[CH:8][C:9]=1[O:10][CH3:11])[CH:5]=[O:6].Cl[CH2:13][CH2:14][O:15][CH3:16].C([O-])([O-])=O.[K+].[K+].[I-].[K+], predict the reaction product. The product is: [CH3:11][O:10][C:9]1[CH:8]=[CH:7][C:4]([CH:5]=[O:6])=[CH:3][C:2]=1[O:1][CH2:13][CH2:14][O:15][CH3:16].